Dataset: Hepatocyte clearance measurements from AstraZeneca. Task: Regression/Classification. Given a drug SMILES string, predict its absorption, distribution, metabolism, or excretion properties. Task type varies by dataset: regression for continuous measurements (e.g., permeability, clearance, half-life) or binary classification for categorical outcomes (e.g., BBB penetration, CYP inhibition). For this dataset (clearance_hepatocyte_az), we predict log10(clearance) (log10 of the in vitro intrinsic clearance, CLint, in uL/min per 10^6 hepatocytes; values are censored to the assay range of 3 to 150, which is 0.477 to 2.18 on this log10 scale). The compound is O=C(O)COc1cccc(N2CCC(CN3CCC(Oc4ccc(Cl)c(Cl)c4)CC3)CC2)c1. The log10(clearance) is 0.480.